This data is from Forward reaction prediction with 1.9M reactions from USPTO patents (1976-2016). The task is: Predict the product of the given reaction. (1) Given the reactants [NH2:1][C:2]1[CH:3]=[CH:4][CH:5]=[C:6]2[C:10]=1[C:9](=[O:11])[N:8]([C@@H:12]([C:19]1[CH:24]=[CH:23][C:22]([O:25][CH3:26])=[C:21]([O:27][CH2:28][CH3:29])[CH:20]=1)[CH2:13][C:14]([N:16]([CH3:18])[CH3:17])=[O:15])[CH2:7]2.[CH3:30][N:31]([CH3:35])[C:32](Cl)=[O:33], predict the reaction product. The product is: [CH3:30][N:31]([CH3:35])[C:32](=[O:33])[NH:1][C:2]1[CH:3]=[CH:4][CH:5]=[C:6]2[C:10]=1[C:9](=[O:11])[N:8]([C@@H:12]([C:19]1[CH:24]=[CH:23][C:22]([O:25][CH3:26])=[C:21]([O:27][CH2:28][CH3:29])[CH:20]=1)[CH2:13][C:14]([N:16]([CH3:18])[CH3:17])=[O:15])[CH2:7]2. (2) Given the reactants C([CH:8]1[CH2:13][CH2:12][N:11](N)[CH2:10][CH2:9]1)(OC(C)(C)C)=O.CC[N:17](CC)CC.[C:22]([O:25]C(=O)C)(=O)[CH3:23].Cl.O1CCOCC1, predict the reaction product. The product is: [NH2:17][CH:8]1[CH2:9][CH2:10][N:11]([C:22](=[O:25])[CH3:23])[CH2:12][CH2:13]1. (3) Given the reactants [CH3:1][O:2][C:3]1[CH:4]=[C:5](N)[CH:6]=[C:7]([N+:9]([O-:11])=[O:10])[CH:8]=1.Cl.N([O-])=O.[Na+].[I-:18].[K+], predict the reaction product. The product is: [I:18][C:5]1[CH:6]=[C:7]([N+:9]([O-:11])=[O:10])[CH:8]=[C:3]([O:2][CH3:1])[CH:4]=1. (4) Given the reactants [OH:1][C:2]1[CH:7]=[CH:6][C:5]([C:8]2[CH:9]=[C:10]([C:15]3[CH:16]=[C:17]([O:21][CH2:22][C:23](O)=[O:24])[CH:18]=[CH:19][CH:20]=3)[NH:11][C:12](=[O:14])[N:13]=2)=[CH:4][C:3]=1[CH3:26].[O:27]1[CH2:32][CH2:31][N:30]([CH2:33][CH2:34][CH2:35][NH2:36])[CH2:29][CH2:28]1.ON1C2C=CC=CC=2N=N1.CCN=C=NCCC[N+](C)(C)C.[I-], predict the reaction product. The product is: [OH:1][C:2]1[CH:7]=[CH:6][C:5]([C:8]2[CH:9]=[C:10]([C:15]3[CH:16]=[C:17]([O:21][CH2:22][C:23]([NH:36][CH2:35][CH2:34][CH2:33][N:30]4[CH2:31][CH2:32][O:27][CH2:28][CH2:29]4)=[O:24])[CH:18]=[CH:19][CH:20]=3)[NH:11][C:12](=[O:14])[N:13]=2)=[CH:4][C:3]=1[CH3:26]. (5) Given the reactants Br[C:2]1[CH:7]=[CH:6][C:5]([C@@H:8]([CH3:18])[CH2:9][NH:10][C:11](=[O:17])[O:12][C:13]([CH3:16])([CH3:15])[CH3:14])=[CH:4][CH:3]=1.Br[C:20]1[C:21]2[C:22]3[CH:36]=[CH:35][S:34][C:23]=3[C:24](=[O:33])[NH:25][C:26]=2[C:27]([CH3:32])=[CH:28][C:29]=1[O:30][CH3:31], predict the reaction product. The product is: [CH3:31][O:30][C:29]1[CH:28]=[C:27]([CH3:32])[C:26]2[NH:25][C:24](=[O:33])[C:23]3[S:34][CH:35]=[CH:36][C:22]=3[C:21]=2[C:20]=1[C:2]1[CH:7]=[CH:6][C:5]([C@@H:8]([CH3:18])[CH2:9][NH:10][C:11](=[O:17])[O:12][C:13]([CH3:16])([CH3:15])[CH3:14])=[CH:4][CH:3]=1. (6) Given the reactants C(OC(=O)[NH:10][CH2:11][CH2:12][CH2:13][CH2:14][C@H:15]([NH:27][C:28]([CH:30]1[CH2:35][CH2:34][CH2:33][O:32][CH2:31]1)=[O:29])[C:16]([C:18]1[S:19][C:20]2[CH:26]=[CH:25][CH:24]=[CH:23][C:21]=2[N:22]=1)=[O:17])C1C=CC=CC=1.Br.CC(O)=O, predict the reaction product. The product is: [NH2:10][CH2:11][CH2:12][CH2:13][CH2:14][C@H:15]([NH:27][C:28]([CH:30]1[CH2:35][CH2:34][CH2:33][O:32][CH2:31]1)=[O:29])[C:16]([C:18]1[S:19][C:20]2[CH:26]=[CH:25][CH:24]=[CH:23][C:21]=2[N:22]=1)=[O:17]. (7) The product is: [CH3:27][C:28]1([CH3:40])[O:32][C@H:31]([CH2:33][N:34]2[CH:38]=[CH:37][C:36]([NH:39][C:13](=[O:14])[CH:12]([N:8]3[C:9](=[O:11])[CH:10]=[C:5]([O:4][C:3]4[C:2]([F:1])=[CH:25][CH:24]=[CH:23][C:22]=4[F:26])[CH:6]=[N:7]3)[CH2:16][CH:17]([CH2:20][CH3:21])[CH2:18][CH3:19])=[N:35]2)[CH2:30][O:29]1. Given the reactants [F:1][C:2]1[CH:25]=[CH:24][CH:23]=[C:22]([F:26])[C:3]=1[O:4][C:5]1[CH:6]=[N:7][N:8]([CH:12]([CH2:16][CH:17]([CH2:20][CH3:21])[CH2:18][CH3:19])[C:13](O)=[O:14])[C:9](=[O:11])[CH:10]=1.[CH3:27][C:28]1([CH3:40])[O:32][C@H:31]([CH2:33][N:34]2[CH:38]=[CH:37][C:36]([NH2:39])=[N:35]2)[CH2:30][O:29]1, predict the reaction product. (8) Given the reactants [Cl:1][C:2]1[CH:3]=[CH:4][CH:5]=[C:6]2[C:10]=1[C:9](=[O:11])[N:8]([C:12]1[CH:13]=[C:14]([CH:32]=[CH:33][CH:34]=1)[C:15]([NH:17][CH2:18][CH2:19][CH:20]1[CH2:25][CH2:24][N:23]([C:26]3C=CN=CC=3)[CH2:22][CH2:21]1)=[O:16])[CH2:7]2.CN1CCC2(CCNCC2)[CH2:38][CH2:37]1.ClC1C=CC=C2C=1C(=O)N(C1C=C(C=CC=1)C(O)=O)C2, predict the reaction product. The product is: [Cl:1][C:2]1[CH:3]=[CH:4][CH:5]=[C:6]2[C:10]=1[C:9](=[O:11])[N:8]([C:12]1[CH:34]=[CH:33][CH:32]=[C:14]([C:15]([N:17]3[CH2:38][CH2:37][C:20]4([CH2:21][CH2:22][N:23]([CH3:26])[CH2:24][CH2:25]4)[CH2:19][CH2:18]3)=[O:16])[CH:13]=1)[CH2:7]2. (9) Given the reactants [CH3:1][C:2]1([C:8]2[CH:9]=[C:10]([NH:14][S:15]([CH3:18])(=[O:17])=[O:16])[CH:11]=[CH:12][CH:13]=2)[CH:7]2[CH:3]1[CH2:4][NH:5][CH2:6]2.C(=O)([O-])O.[Na+].Br[CH2:25][CH2:26][CH2:27][OH:28].C(OCC)C, predict the reaction product. The product is: [NH3:5].[OH:28][CH2:27][CH2:26][CH2:25][N:5]1[CH2:6][CH:7]2[CH:3]([C:2]2([C:8]2[CH:9]=[C:10]([NH:14][S:15]([CH3:18])(=[O:17])=[O:16])[CH:11]=[CH:12][CH:13]=2)[CH3:1])[CH2:4]1.